Predict the reactants needed to synthesize the given product. From a dataset of Full USPTO retrosynthesis dataset with 1.9M reactions from patents (1976-2016). (1) Given the product [CH3:22][C:27]1[C:26]([O:41][C:40]2[N:38]=[CH:37][C:2]([NH:1][C:10]([C:2]3[NH:1][C:9]4[C:4]([CH:3]=3)=[CH:5][CH:6]=[CH:7][CH:8]=4)=[O:12])=[CH:3][CH:4]=2)=[CH:25][CH:24]=[CH:23][N:28]=1, predict the reactants needed to synthesize it. The reactants are: [NH:1]1[C:9]2[C:4](=[CH:5][CH:6]=[CH:7][CH:8]=2)[CH:3]=[C:2]1[C:10]([OH:12])=O.CN(C(ON1N=[N:28][C:23]2[CH:24]=[CH:25][CH:26]=[CH:27][C:22]1=2)=[N+](C)C)C.F[P-](F)(F)(F)(F)F.[CH3:37][N:38]([CH:40]=[O:41])C. (2) Given the product [NH2:11][C:9]1[N:10]=[C:6]2[CH:5]=[CH:4][CH:3]=[C:2]([C:21]3[CH:22]=[C:17]([NH:16][S:13]([CH3:12])(=[O:14])=[O:15])[CH:18]=[CH:19][CH:20]=3)[N:7]2[N:8]=1, predict the reactants needed to synthesize it. The reactants are: Br[C:2]1[N:7]2[N:8]=[C:9]([NH2:11])[N:10]=[C:6]2[CH:5]=[CH:4][CH:3]=1.[CH3:12][S:13]([NH:16][C:17]1[CH:18]=[C:19](B(O)O)[CH:20]=[CH:21][CH:22]=1)(=[O:15])=[O:14]. (3) The reactants are: C([O:8][C:9]1[CH:18]=[C:17]2[C:12]([C:13]([O:19][C:20]3[CH:25]=[CH:24][C:23]([NH:26][C:27]([NH:29][CH2:30][CH2:31][CH3:32])=[O:28])=[C:22]([Cl:33])[CH:21]=3)=[N:14][CH:15]=[N:16]2)=[CH:11][C:10]=1[O:34][CH3:35])C1C=CC=CC=1.CS(O)(=O)=O. Given the product [Cl:33][C:22]1[CH:21]=[C:20]([O:19][C:13]2[C:12]3[C:17](=[CH:18][C:9]([OH:8])=[C:10]([O:34][CH3:35])[CH:11]=3)[N:16]=[CH:15][N:14]=2)[CH:25]=[CH:24][C:23]=1[NH:26][C:27]([NH:29][CH2:30][CH2:31][CH3:32])=[O:28], predict the reactants needed to synthesize it. (4) Given the product [CH3:1][C:2]1[N:3]([CH2:19][C:20]([NH:32][C:29]2[CH:30]=[CH:31][C:26]([C:25]([OH:33])=[O:24])=[CH:27][CH:28]=2)=[O:22])[C:4]2[C:9]([CH:10]=1)=[CH:8][C:7]([NH:11][S:12]([C:15]([F:17])([F:16])[F:18])(=[O:13])=[O:14])=[CH:6][CH:5]=2, predict the reactants needed to synthesize it. The reactants are: [CH3:1][C:2]1[N:3]([CH2:19][C:20]([OH:22])=O)[C:4]2[C:9]([CH:10]=1)=[CH:8][C:7]([NH:11][S:12]([C:15]([F:18])([F:17])[F:16])(=[O:14])=[O:13])=[CH:6][CH:5]=2.C[O:24][C:25](=[O:33])[C:26]1[CH:31]=[CH:30][C:29]([NH2:32])=[CH:28][CH:27]=1. (5) Given the product [CH2:1]([O:8][C:9]1[CH:10]=[CH:11][C:12]([CH2:13][N:14]2[CH2:15][CH2:16][N:17]([CH2:20][C:21]([NH:28][NH2:29])=[O:23])[CH2:18][CH2:19]2)=[CH:26][CH:27]=1)[C:2]1[CH:7]=[CH:6][CH:5]=[CH:4][CH:3]=1, predict the reactants needed to synthesize it. The reactants are: [CH2:1]([O:8][C:9]1[CH:27]=[CH:26][C:12]([CH2:13][N:14]2[CH2:19][CH2:18][N:17]([CH2:20][C:21]([O:23]CC)=O)[CH2:16][CH2:15]2)=[CH:11][CH:10]=1)[C:2]1[CH:7]=[CH:6][CH:5]=[CH:4][CH:3]=1.[NH2:28][NH2:29]. (6) Given the product [C:43]([CH:41]([O:40][P:37]([CH2:36][CH:35]=[CH:34][CH2:33][CH:7]([CH2:8][C:9]([CH3:32])=[CH:10][CH2:11][C:12]1[C:13]([OH:25])=[C:14]2[C:18](=[C:19]([CH3:23])[C:20]=1[O:21][CH3:22])[CH2:17][O:16][C:15]2=[O:24])[C:6]([OH:46])=[O:5])([OH:39])=[O:38])[CH3:42])([OH:45])=[O:44], predict the reactants needed to synthesize it. The reactants are: C[Si](C)(C)CC[O:5][C:6](=[O:46])[CH:7]([CH2:33][CH:34]=[CH:35][CH2:36][P:37]([O:40][CH:41]([C:43]([OH:45])=[O:44])[CH3:42])([OH:39])=[O:38])[CH2:8][C:9]([CH3:32])=[CH:10][CH2:11][C:12]1[C:13]([O:25]CC[Si](C)(C)C)=[C:14]2[C:18](=[C:19]([CH3:23])[C:20]=1[O:21][CH3:22])[CH2:17][O:16][C:15]2=[O:24].[F-].C([N+](CCCC)(CCCC)CCCC)CCC.